From a dataset of Forward reaction prediction with 1.9M reactions from USPTO patents (1976-2016). Predict the product of the given reaction. (1) Given the reactants C([O:3][C:4](=[O:34])[CH2:5][CH2:6][C:7]1[C:8]([O:14][CH2:15][C:16]([N:18]2[CH2:23][C@H:22]([CH3:24])[N:21]([CH2:25][C:26]3[CH:31]=[CH:30][C:29]([F:32])=[CH:28][CH:27]=3)[CH2:20][C@H:19]2[CH3:33])=[O:17])=[N:9][CH:10]=[C:11]([Cl:13])[CH:12]=1)C.O.[OH-].[Li+].Cl.P([O-])([O-])([O-])=O, predict the reaction product. The product is: [Cl:13][C:11]1[CH:12]=[C:7]([CH2:6][CH2:5][C:4]([OH:34])=[O:3])[C:8]([O:14][CH2:15][C:16]([N:18]2[CH2:23][C@H:22]([CH3:24])[N:21]([CH2:25][C:26]3[CH:31]=[CH:30][C:29]([F:32])=[CH:28][CH:27]=3)[CH2:20][C@H:19]2[CH3:33])=[O:17])=[N:9][CH:10]=1. (2) Given the reactants CC(C)N=C=NC(C)C.[NH:10]([C:16]([O:18][C:19]([CH3:22])([CH3:21])[CH3:20])=[O:17])[CH2:11][CH2:12][C:13]([OH:15])=[O:14].[CH3:23][CH:24]([CH2:26][CH2:27][CH2:28][C@H:29]([C@@H:31]1[C@:49]2([CH3:50])[C@H:34]([C@H:35]3[C@H:46]([CH2:47][CH2:48]2)[C@:44]2([CH3:45])[C:38]([CH2:39][C@H:40]([CH2:42][CH2:43]2)[OH:41])=[CH:37][CH2:36]3)[CH2:33][CH2:32]1)[CH3:30])[CH3:25].S([O-])(O)(=O)=O.[K+], predict the reaction product. The product is: [CH3:25][CH:24]([CH2:26][CH2:27][CH2:28][C@H:29]([C@@H:31]1[C@:49]2([CH3:50])[C@H:34]([C@H:35]3[C@H:46]([CH2:47][CH2:48]2)[C@:44]2([CH3:45])[C:38]([CH2:39][C@H:40]([CH2:42][CH2:43]2)[OH:41])=[CH:37][CH2:36]3)[CH2:33][CH2:32]1)[CH3:30])[CH3:23].[C:16]([NH:10][CH2:11][CH2:12][C:13]([O-:15])=[O:14])([O:18][C:19]([CH3:21])([CH3:22])[CH3:20])=[O:17]. (3) Given the reactants Cl[CH2:2][CH2:3][CH2:4][S:5]([N:8]1[CH2:13][CH2:12][CH:11]([NH:14][C:15]2[N:20]=[C:19]([C:21]3[N:22]([CH:27]([CH3:29])[CH3:28])[C:23]([CH3:26])=[N:24][CH:25]=3)[CH:18]=[CH:17][N:16]=2)[CH2:10][CH2:9]1)(=[O:7])=[O:6].[I-].[Na+].[NH:32]1[CH2:36][CH2:35][CH2:34][CH2:33]1, predict the reaction product. The product is: [CH3:26][C:23]1[N:22]([CH:27]([CH3:29])[CH3:28])[C:21]([C:19]2[CH:18]=[CH:17][N:16]=[C:15]([NH:14][CH:11]3[CH2:12][CH2:13][N:8]([S:5]([CH2:4][CH2:3][CH2:2][N:32]4[CH2:36][CH2:35][CH2:34][CH2:33]4)(=[O:7])=[O:6])[CH2:9][CH2:10]3)[N:20]=2)=[CH:25][N:24]=1.